This data is from Reaction yield outcomes from USPTO patents with 853,638 reactions. The task is: Predict the reaction yield, written as a fraction of the theoretical maximum amount of product (1.0 means a 100% yield; for example, 0.34 means a 34% yield). (1) The reactants are [C:1]([N:4]1[CH2:9][CH2:8][C:7](=O)[CH2:6][CH2:5]1)(=[O:3])[CH3:2].N1CCCCC1.CC1C=CC(S(O)(=O)=O)=CC=1.[Br:28][C:29]1[CH:37]=[CH:36][C:32]([C:33](Cl)=O)=[CH:31][CH:30]=1.Cl.[NH2:39][NH2:40]. The catalyst is C(Cl)Cl.C1C=CC=CC=1. The product is [Br:28][C:29]1[CH:37]=[CH:36][C:32]([C:33]2[C:6]3[CH2:5][N:4]([C:1](=[O:3])[CH3:2])[CH2:9][CH2:8][C:7]=3[NH:40][N:39]=2)=[CH:31][CH:30]=1. The yield is 0.500. (2) The reactants are [Cl:1][C:2]1[C:3]([F:37])=[C:4]([CH:8]2[C:12]([C:15]3[CH:20]=[CH:19][C:18]([Cl:21])=[CH:17][C:16]=3[F:22])([C:13]#[N:14])[CH:11]([CH2:23][C:24]([CH3:27])([CH3:26])[CH3:25])[CH2:10][N:9]2[C:28]([C:30]2[CH:35]=[CH:34][C:33](=[O:36])[NH:32][CH:31]=2)=[O:29])[CH:5]=[CH:6][CH:7]=1.[C:38](=O)([O-])[O-].[Cs+].[Cs+]. The catalyst is CN(C=O)C.IC.CCOC(C)=O. The product is [Cl:1][C:2]1[C:3]([F:37])=[C:4]([CH:8]2[C:12]([C:15]3[CH:20]=[CH:19][C:18]([Cl:21])=[CH:17][C:16]=3[F:22])([C:13]#[N:14])[CH:11]([CH2:23][C:24]([CH3:25])([CH3:26])[CH3:27])[CH2:10][N:9]2[C:28]([C:30]2[CH:35]=[CH:34][C:33](=[O:36])[N:32]([CH3:38])[CH:31]=2)=[O:29])[CH:5]=[CH:6][CH:7]=1. The yield is 0.960.